This data is from Full USPTO retrosynthesis dataset with 1.9M reactions from patents (1976-2016). The task is: Predict the reactants needed to synthesize the given product. (1) Given the product [C:17]([O:21][C:22]([N:24]1[CH2:29][CH2:28][CH:27]([NH:30][CH2:13][C:12]2[CH:15]=[C:8]([C:6]3[CH:5]=[CH:4][N:3]=[C:2]([Cl:1])[N:7]=3)[CH:9]=[CH:10][C:11]=2[F:16])[CH2:26][CH2:25]1)=[O:23])([CH3:20])([CH3:18])[CH3:19], predict the reactants needed to synthesize it. The reactants are: [Cl:1][C:2]1[N:7]=[C:6]([C:8]2[CH:9]=[CH:10][C:11]([F:16])=[C:12]([CH:15]=2)[CH:13]=O)[CH:5]=[CH:4][N:3]=1.[C:17]([O:21][C:22]([N:24]1[CH2:29][CH2:28][CH:27]([NH2:30])[CH2:26][CH2:25]1)=[O:23])([CH3:20])([CH3:19])[CH3:18]. (2) Given the product [NH2:1][C:2]1[C:7]([F:8])=[C:6]([C:9]2[CH:14]=[CH:13][C:12]([C:15]([F:18])([F:17])[F:16])=[C:11]([F:19])[CH:10]=2)[N:5]=[C:4]([C:20]([O:22][CH3:23])=[O:21])[C:3]=1[I:24], predict the reactants needed to synthesize it. The reactants are: [NH2:1][C:2]1[C:7]([F:8])=[C:6]([C:9]2[CH:14]=[CH:13][C:12]([C:15]([F:18])([F:17])[F:16])=[C:11]([F:19])[CH:10]=2)[N:5]=[C:4]([C:20]([O:22][CH3:23])=[O:21])[CH:3]=1.[I:24](O)(=O)(=O)=O.II. (3) Given the product [F:20][C:21]1([F:36])[CH2:26][CH2:25][C:24]([C:15]2[NH:14][C:10]3[N:11]=[CH:12][N:13]=[C:8]([C:6]4[CH:7]=[C:2]([F:1])[CH:3]=[CH:4][C:5]=4[O:18][CH3:19])[C:9]=3[CH:16]=2)=[CH:23][CH2:22]1, predict the reactants needed to synthesize it. The reactants are: [F:1][C:2]1[CH:3]=[CH:4][C:5]([O:18][CH3:19])=[C:6]([C:8]2[C:9]3[CH:16]=[C:15](I)[NH:14][C:10]=3[N:11]=[CH:12][N:13]=2)[CH:7]=1.[F:20][C:21]1([F:36])[CH2:26][CH2:25][C:24](B2OC(C)(C)C(C)(C)O2)=[CH:23][CH2:22]1.C(=O)([O-])[O-].[Na+].[Na+]. (4) Given the product [NH2:7][C@@:11]1([C:10]([OH:9])=[O:21])[C@@H:16]([F:17])[CH2:15][C@@H:14]2[C@H:12]1[C@H:13]2[C:18]([O:20][CH2:38][CH2:37][O:36][C:34]([C:25]12[CH2:31][C:29]3([CH3:32])[CH2:28][CH:27]([CH2:33][C:23]([CH3:22])([CH2:30]3)[CH2:24]1)[CH2:26]2)=[O:35])=[O:19], predict the reactants needed to synthesize it. The reactants are: C(OC([N:7]1[C@:11]2([C@@H:16]([F:17])[CH2:15][C@@H:14]3[C@H:12]2[C@H:13]3[C:18]([OH:20])=[O:19])[C:10](=[O:21])[O:9]C1)=O)C=C.[CH3:22][C:23]12[CH2:33][CH:27]3[CH2:28][C:29]([CH3:32])([CH2:31][C:25]([C:34]([O:36][CH:37](Cl)[CH3:38])=[O:35])([CH2:26]3)[CH2:24]1)[CH2:30]2. (5) Given the product [CH:14]1([C:11]2[CH:12]=[CH:13][C:8]([C:5]3[N:6]=[CH:7][C:2]([NH2:1])=[N:3][CH:4]=3)=[C:9]([F:19])[C:10]=2[O:18][CH2:21][C:22]2[O:26][N:25]=[C:24]([CH:27]3[CH2:29][CH2:28]3)[N:23]=2)[CH2:15][CH2:16][CH2:17]1, predict the reactants needed to synthesize it. The reactants are: [NH2:1][C:2]1[N:3]=[CH:4][C:5]([C:8]2[C:9]([F:19])=[C:10]([OH:18])[C:11]([CH:14]3[CH2:17][CH2:16][CH2:15]3)=[CH:12][CH:13]=2)=[N:6][CH:7]=1.Br[CH2:21][C:22]1[O:26][N:25]=[C:24]([CH:27]2[CH2:29][CH2:28]2)[N:23]=1. (6) Given the product [CH:62]1([C@H:45]2[C@H:44]([CH3:65])[C@@H:43]([NH:42][C:14]3[CH:15]=[CH:10][CH:9]=[CH:4][N:2]=3)[C:52]3[C:47](=[CH:48][CH:49]=[C:50]([N:53]4[CH2:54][CH2:55][O:56][CH2:57][CH2:58]4)[CH:51]=3)[N:46]2[C:59](=[O:61])[CH3:60])[CH2:64][CH2:63]1, predict the reactants needed to synthesize it. The reactants are: C[N:2]([C:4]1[C:9]([C:10]2[C:15](P(C3CCCCC3)C3CCCCC3)=[CH:14]C=CC=2)=CC=CC=1)C.CC(C)([O-])C.[Na+].BrC1C=CC=CN=1.[NH2:42][C@H:43]1[C:52]2[C:47](=[CH:48][CH:49]=[C:50]([N:53]3[CH2:58][CH2:57][O:56][CH2:55][CH2:54]3)[CH:51]=2)[N:46]([C:59](=[O:61])[CH3:60])[C@@H:45]([CH:62]2[CH2:64][CH2:63]2)[C@@H:44]1[CH3:65]. (7) Given the product [NH2:23][C:22]1[N:21]=[CH:20][N:19]=[C:18]2[N:14]([C@H:12]3[CH2:11][C@H:10]([CH2:9][OH:8])[CH2:13]3)[N:15]=[C:16]([C:24]3[CH:25]=[CH:26][C:27]([O:30][C:31]4[CH:36]=[CH:35][CH:34]=[CH:33][CH:32]=4)=[CH:28][CH:29]=3)[C:17]=12, predict the reactants needed to synthesize it. The reactants are: C([O:8][CH2:9][C@H:10]1[CH2:13][C@H:12]([N:14]2[C:18]3=[N:19][CH:20]=[N:21][C:22]([NH2:23])=[C:17]3[C:16]([C:24]3[CH:29]=[CH:28][C:27]([O:30][C:31]4[CH:36]=[CH:35][CH:34]=[CH:33][CH:32]=4)=[CH:26][CH:25]=3)=[N:15]2)[CH2:11]1)C1C=CC=CC=1.B(Cl)(Cl)Cl.N. (8) Given the product [C:21]([Si:20]([CH3:25])([CH3:26])[O:19][CH2:18][CH2:17][N:16]([CH2:15][CH2:14][O:13][Si:12]([C:8]([CH3:11])([CH3:10])[CH3:9])([CH3:28])[CH3:27])[C:2](=[O:5])[CH2:30][Cl:29])([CH3:22])([CH3:24])[CH3:23], predict the reactants needed to synthesize it. The reactants are: [Cl-].[C:2](=[O:5])([O-])[O-].[K+].[K+].[C:8]([Si:12]([CH3:28])([CH3:27])[O:13][CH2:14][CH2:15][NH:16][CH2:17][CH2:18][O:19][Si:20]([CH3:26])([CH3:25])[C:21]([CH3:24])([CH3:23])[CH3:22])([CH3:11])([CH3:10])[CH3:9].[Cl:29][CH2:30]Cl. (9) Given the product [CH2:68]([O:67][C:64](=[O:66])[C@H:65]([OH:54])[CH2:44][NH:42][C:28](=[O:30])[C:27]1[CH:26]=[CH:25][C:24]([CH2:23][N:10]([C:11]2[CH:12]=[CH:13][C:14]([CH:17]3[CH2:22][CH2:21][CH2:20][CH2:19][CH2:18]3)=[CH:15][CH:16]=2)[C:9]([NH:8][C:4]2[CH:5]=[CH:6][CH:7]=[C:2]([Br:1])[CH:3]=2)=[O:33])=[CH:32][CH:31]=1)[CH3:69], predict the reactants needed to synthesize it. The reactants are: [Br:1][C:2]1[CH:3]=[C:4]([NH:8][C:9](=[O:33])[N:10]([CH2:23][C:24]2[CH:32]=[CH:31][C:27]([C:28]([OH:30])=O)=[CH:26][CH:25]=2)[C:11]2[CH:16]=[CH:15][C:14]([CH:17]3[CH2:22][CH2:21][CH2:20][CH2:19][CH2:18]3)=[CH:13][CH:12]=2)[CH:5]=[CH:6][CH:7]=1.CCN=C=NCCC[N:42]([CH3:44])C.C1C=CC2N([OH:54])N=NC=2C=1.C(N(CC)C(C)C)(C)C.[C:64]([O:67][CH2:68][CH3:69])(=[O:66])[CH3:65]. (10) The reactants are: [N:1]1[C:9]2[CH:8]=[CH:7][N:6]=[CH:5][C:4]=2[NH:3][C:2]=1[NH:10][CH2:11][CH2:12][CH2:13][NH2:14].[Br:15][C:16]1[C:17]([CH3:24])=[C:18]([CH:22]=O)[S:19][C:20]=1[Br:21]. Given the product [Br:15][C:16]1[C:17]([CH3:24])=[C:18]([CH2:22][NH:14][CH2:13][CH2:12][CH2:11][NH:10][C:2]2[NH:1][C:9]3[CH:8]=[CH:7][N:6]=[CH:5][C:4]=3[N:3]=2)[S:19][C:20]=1[Br:21], predict the reactants needed to synthesize it.